This data is from Forward reaction prediction with 1.9M reactions from USPTO patents (1976-2016). The task is: Predict the product of the given reaction. (1) Given the reactants [Cl:1][C:2]1[CH:7]=[C:6]([Cl:8])[CH:5]=[CH:4][C:3]=1[C:9]1[N:10]=[C:11]([CH2:28][C:29]2[CH:34]=[CH:33][C:32](I)=[CH:31][CH:30]=2)[N:12]([C:14]2[CH:19]=[CH:18][C:17]([N:20]3[S:24](=[O:26])(=[O:25])[NH:23][C:22](=[O:27])[CH2:21]3)=[CH:16][CH:15]=2)[CH:13]=1.[Br:36][C:37]1[CH:42]=[CH:41][C:40](B(O)O)=[CH:39][CH:38]=1, predict the reaction product. The product is: [Br:36][C:37]1[CH:42]=[CH:41][C:40]([C:32]2[CH:33]=[CH:34][C:29]([CH2:28][C:11]3[N:12]([C:14]4[CH:19]=[CH:18][C:17]([N:20]5[S:24](=[O:26])(=[O:25])[NH:23][C:22](=[O:27])[CH2:21]5)=[CH:16][CH:15]=4)[CH:13]=[C:9]([C:3]4[CH:4]=[CH:5][C:6]([Cl:8])=[CH:7][C:2]=4[Cl:1])[N:10]=3)=[CH:30][CH:31]=2)=[CH:39][CH:38]=1. (2) Given the reactants [Br:1][C:2]1[CH:3]=[N:4][C:5]2[N:6]([N:8]=[C:9]([C:11]([OH:13])=O)[CH:10]=2)[CH:7]=1.[F:14][C:15]1[CH:24]=[C:23]2[C:18]([CH2:19][CH2:20][NH:21][CH:22]2[CH2:25][CH3:26])=[CH:17][CH:16]=1, predict the reaction product. The product is: [Br:1][C:2]1[CH:3]=[N:4][C:5]2[N:6]([N:8]=[C:9]([C:11]([N:21]3[CH2:20][CH2:19][C:18]4[C:23](=[CH:24][C:15]([F:14])=[CH:16][CH:17]=4)[CH:22]3[CH2:25][CH3:26])=[O:13])[CH:10]=2)[CH:7]=1. (3) Given the reactants [C:1]([O-:4])(=O)[CH3:2].[NH4+:5].C(O[CH2:9][C:10]1[N:11]([CH2:28][CH2:29][CH2:30][NH:31]C(=O)OC(C)(C)C)[C:12]2[C:17]([CH3:18])=[C:16]([CH3:19])[N:15]=[C:14](OC3C=CC=CC=3)[C:13]=2[N:27]=1)C.[OH-].[NH4+].[OH-].[Na+].[C:43]([O:46]C)(=O)[CH3:44], predict the reaction product. The product is: [NH2:5][C:14]1[C:13]2[N:27]=[C:10]([CH2:9][O:4][CH2:1][CH3:2])[N:11]([CH2:28][CH2:29][CH2:30][NH:31][C:43](=[O:46])[CH3:44])[C:12]=2[C:17]([CH3:18])=[C:16]([CH3:19])[N:15]=1.